From a dataset of Catalyst prediction with 721,799 reactions and 888 catalyst types from USPTO. Predict which catalyst facilitates the given reaction. (1) Reactant: Cl.[NH2:2][C@@H:3]([C:8]1[CH:13]=[CH:12][CH:11]=[CH:10][CH:9]=1)[C:4]([O:6][CH3:7])=[O:5].Cl[C:15](OC1C=CC([N+]([O-])=O)=CC=1)=[O:16].[Cl:27][C:28]1[CH:33]=[C:32]([N:34]2[CH:38]=[CH:37][CH:36]=[N:35]2)[CH:31]=[CH:30][C:29]=1[C:39]([N:41]1[C:47]2[CH:48]=[CH:49][CH:50]=[CH:51][C:46]=2[CH2:45][NH:44][C@H:43]([CH3:52])[CH2:42]1)=[O:40].C(N(CC)C(C)C)(C)C.C(=O)([O-])O.[Na+]. Product: [Cl:27][C:28]1[CH:33]=[C:32]([N:34]2[CH:38]=[CH:37][CH:36]=[N:35]2)[CH:31]=[CH:30][C:29]=1[C:39]([N:41]1[C:47]2[CH:48]=[CH:49][CH:50]=[CH:51][C:46]=2[CH2:45][N:44]([C:15]([NH:2][C@@H:3]([C:8]2[CH:13]=[CH:12][CH:11]=[CH:10][CH:9]=2)[C:4]([O:6][CH3:7])=[O:5])=[O:16])[C@H:43]([CH3:52])[CH2:42]1)=[O:40]. The catalyst class is: 272. (2) Reactant: [Cl:1][C:2]1[CH:19]=[CH:18][C:5]([C:6]([CH:8]2C(=O)O[C:11](C)([CH3:15])[O:10][C:9]2=[O:17])=[O:7])=[C:4]([F:20])[CH:3]=1. Product: [Cl:1][C:2]1[CH:19]=[CH:18][C:5]([C:6](=[O:7])[CH2:8][C:9]([O:10][CH2:11][CH3:15])=[O:17])=[C:4]([F:20])[CH:3]=1. The catalyst class is: 8. (3) Reactant: [Br:1][C:2]1[CH:7]=[CH:6][CH:5]=[CH:4][C:3]=1[CH:8]([OH:13])[C:9]([O:11][CH3:12])=[O:10].Cl([O-])(=O)(=O)=O.[Mg+2].Cl([O-])(=O)(=O)=O.C(OC(O[C:28]([CH3:31])([CH3:30])[CH3:29])=O)(O[C:28]([CH3:31])([CH3:30])[CH3:29])=O.O. Product: [Br:1][C:2]1[CH:7]=[CH:6][CH:5]=[CH:4][C:3]=1[CH:8]([O:13][C:28]([CH3:31])([CH3:30])[CH3:29])[C:9]([O:11][CH3:12])=[O:10]. The catalyst class is: 4. (4) The catalyst class is: 25. Reactant: [OH:1][C:2]1[CH:7]=[CH:6][C:5]([C:8]2[C:16]3[C:11](=[CH:12][CH:13]=[C:14]([C:17]#[N:18])[CH:15]=3)[N:10]([CH:19]3[CH2:24][CH2:23][CH2:22][CH2:21][O:20]3)[N:9]=2)=[CH:4][CH:3]=1.C(=O)([O-])[O-].[K+].[K+].CN(C)C=O.Br[CH2:37][CH:38]([CH3:40])[CH3:39]. Product: [CH3:37][CH:38]([CH3:40])[CH2:39][O:1][C:2]1[CH:7]=[CH:6][C:5]([C:8]2[C:16]3[C:11](=[CH:12][CH:13]=[C:14]([C:17]#[N:18])[CH:15]=3)[N:10]([CH:19]3[CH2:24][CH2:23][CH2:22][CH2:21][O:20]3)[N:9]=2)=[CH:4][CH:3]=1. (5) Reactant: [S:1]1[C:5]2[CH:6]=[CH:7][CH:8]=[CH:9][C:4]=2[N:3]=[C:2]1[NH2:10].[CH3:11][O:12][C:13]1[CH:18]=[CH:17][C:16]([C:19]2([C:22](O)=[O:23])[CH2:21][CH2:20]2)=[CH:15][CH:14]=1.C(N(CC)CC)C.F[P-](F)(F)(F)(F)F.N1(OC(N(C)C)=[N+](C)C)C2N=CC=CC=2N=N1. Product: [S:1]1[C:5]2[CH:6]=[CH:7][CH:8]=[CH:9][C:4]=2[N:3]=[C:2]1[NH:10][C:22]([C:19]1([C:16]2[CH:15]=[CH:14][C:13]([O:12][CH3:11])=[CH:18][CH:17]=2)[CH2:21][CH2:20]1)=[O:23]. The catalyst class is: 9. (6) Reactant: [CH2:1]([O:8][C:9]1[CH:17]=[CH:16][CH:15]=[C:14]2[C:10]=1[CH:11]=[CH:12][NH:13]2)[C:2]1[CH:7]=[CH:6][CH:5]=[CH:4][CH:3]=1.[H-].[Na+].I[CH3:21]. Product: [CH2:1]([O:8][C:9]1[CH:17]=[CH:16][CH:15]=[C:14]2[C:10]=1[CH:11]=[CH:12][N:13]2[CH3:21])[C:2]1[CH:3]=[CH:4][CH:5]=[CH:6][CH:7]=1. The catalyst class is: 9. (7) Reactant: [C:1]([NH2:5])([CH3:4])([CH3:3])[CH3:2].[I-].C([N+]1(C)[CH2:14][CH2:13][C:12](=[O:15])[CH2:11][CH2:10]1)C.C([O-])(O)=O.[Na+]. Product: [C:1]([N:5]1[CH2:14][CH2:13][C:12](=[O:15])[CH2:11][CH2:10]1)([CH3:4])([CH3:3])[CH3:2]. The catalyst class is: 93. (8) Reactant: Cl[C:2]1[N:7]=[C:6]([Cl:8])[N:5]=[C:4]([NH:9][N:10]2[CH2:14][C:13](=[O:15])[NH:12][C:11]2=[O:16])[N:3]=1.C([O-])([O-])=O.[K+].[K+].[CH3:23][O:24][C:25]1[CH:30]=[CH:29][C:28]([CH2:31][NH2:32])=[CH:27][CH:26]=1. Product: [Cl:8][C:6]1[N:7]=[C:2]([NH:32][CH2:31][C:28]2[CH:29]=[CH:30][C:25]([O:24][CH3:23])=[CH:26][CH:27]=2)[N:3]=[C:4]([NH:9][N:10]2[CH2:14][C:13](=[O:15])[NH:12][C:11]2=[O:16])[N:5]=1. The catalyst class is: 23. (9) Reactant: [OH-].[Na+].[NH2:3][C:4]1[C:8]([C:9]([O:11]CC)=[O:10])=[CH:7][N:6]([C:14]2[N:19]=[CH:18][CH:17]=[CH:16][N:15]=2)[N:5]=1.O. Product: [NH2:3][C:4]1[C:8]([C:9]([OH:11])=[O:10])=[CH:7][N:6]([C:14]2[N:19]=[CH:18][CH:17]=[CH:16][N:15]=2)[N:5]=1. The catalyst class is: 14. (10) Reactant: [Br:1][C:2]1[CH:7]=[CH:6][C:5]([C:8]([CH3:19])([CH3:18])[CH2:9][C:10]([OH:17])([C:13]([F:16])([F:15])[F:14])[CH:11]=O)=[C:4]([O:20][CH3:21])[CH:3]=1.[NH2:22][C:23]1[CH:31]=[CH:30][CH:29]=[C:28]2[C:24]=1[CH2:25][C:26](=[O:32])[NH:27]2. Product: [Br:1][C:2]1[CH:7]=[CH:6][C:5]([C:8]([CH3:18])([CH3:19])[CH2:9][C:10]([OH:17])([C:13]([F:16])([F:15])[F:14])[CH:11]=[N:22][C:23]2[CH:31]=[CH:30][CH:29]=[C:28]3[C:24]=2[CH2:25][C:26](=[O:32])[NH:27]3)=[C:4]([O:20][CH3:21])[CH:3]=1. The catalyst class is: 15.